From a dataset of Peptide-MHC class I binding affinity with 185,985 pairs from IEDB/IMGT. Regression. Given a peptide amino acid sequence and an MHC pseudo amino acid sequence, predict their binding affinity value. This is MHC class I binding data. (1) The peptide sequence is GYQHKTLAI. The MHC is HLA-A30:01 with pseudo-sequence HLA-A30:01. The binding affinity (normalized) is 0.331. (2) The peptide sequence is SFLHWFHHL. The MHC is HLA-C07:01 with pseudo-sequence HLA-C07:01. The binding affinity (normalized) is 0.0847. (3) The peptide sequence is YIMKLHHLV. The MHC is HLA-A02:01 with pseudo-sequence HLA-A02:01. The binding affinity (normalized) is 0.677. (4) The peptide sequence is FSFFMNENF. The MHC is HLA-B39:01 with pseudo-sequence HLA-B39:01. The binding affinity (normalized) is 0.0847. (5) The peptide sequence is MPMSMPIPM. The MHC is HLA-B15:01 with pseudo-sequence HLA-B15:01. The binding affinity (normalized) is 0.0847. (6) The MHC is HLA-B51:01 with pseudo-sequence HLA-B51:01. The binding affinity (normalized) is 0.0847. The peptide sequence is DEFVADIPS. (7) The peptide sequence is LSIFKISSL. The MHC is HLA-B15:01 with pseudo-sequence HLA-B15:01. The binding affinity (normalized) is 0.536. (8) The peptide sequence is EIAQHGAWY. The MHC is HLA-A02:19 with pseudo-sequence HLA-A02:19. The binding affinity (normalized) is 0.0847.